From a dataset of Forward reaction prediction with 1.9M reactions from USPTO patents (1976-2016). Predict the product of the given reaction. (1) Given the reactants [Br:1][C:2]1[CH:3]=[CH:4][C:5]2[O:14][C:13]3[C:12](=[O:15])[NH:11][C:10](SC)=[N:9][C:8]=3[C:6]=2[CH:7]=1.[NH:18]1[CH2:23][CH2:22][O:21][CH2:20][CH2:19]1, predict the reaction product. The product is: [Br:1][C:2]1[CH:3]=[CH:4][C:5]2[O:14][C:13]3[C:12](=[O:15])[NH:11][C:10]([N:18]4[CH2:23][CH2:22][O:21][CH2:20][CH2:19]4)=[N:9][C:8]=3[C:6]=2[CH:7]=1. (2) Given the reactants C(N(C(C)C)C(=O)[O:6][CH:7]([CH3:16])[CH2:8][C:9]1[CH:14]=[CH:13][CH:12]=[CH:11][C:10]=1[F:15])(C)C.[H-].C([Al+]CC(C)C)C(C)C.S([O-])([O-])(=O)=O.[Na+].[Na+], predict the reaction product. The product is: [F:15][C:10]1[CH:11]=[CH:12][CH:13]=[CH:14][C:9]=1[CH2:8][CH:7]([OH:6])[CH3:16]. (3) Given the reactants [F:1][C:2]1([F:18])[CH2:7][CH2:6][C@H:5]([NH:8]C(=O)OC(C)(C)C)[C@@H:4]([CH2:16][OH:17])[CH2:3]1.[F:19][C:20]1[C:21]([C:28]2[CH:33]=[CH:32][C:31](O)=[CH:30][CH:29]=2)=[N:22][CH:23]=[C:24]([CH:27]=1)[C:25]#[N:26].C(C=P(CC[CH2:49][CH3:50])(CCCC)CCCC)#N.C[S:52](Cl)(=[O:54])=[O:53].C1CCN2C(=NCCC2)CC1, predict the reaction product. The product is: [C:25]([C:24]1[CH:27]=[C:20]([F:19])[C:21]([C:28]2[CH:33]=[CH:32][C:31]([O:17][CH2:16][C@H:4]3[CH2:3][C:2]([F:1])([F:18])[CH2:7][CH2:6][C@@H:5]3[NH:8][S:52]([CH2:49][CH3:50])(=[O:54])=[O:53])=[CH:30][CH:29]=2)=[N:22][CH:23]=1)#[N:26]. (4) Given the reactants [Br:1][C:2]1[CH:13]=[CH:12][C:5]([C:6](N(OC)C)=[O:7])=[C:4]([F:14])[CH:3]=1.[CH3:15][Mg]Br, predict the reaction product. The product is: [Br:1][C:2]1[CH:13]=[CH:12][C:5]([C:6](=[O:7])[CH3:15])=[C:4]([F:14])[CH:3]=1.